From a dataset of Full USPTO retrosynthesis dataset with 1.9M reactions from patents (1976-2016). Predict the reactants needed to synthesize the given product. Given the product [O:18]=[CH:4][C@@H:5]([NH:7][C:8](=[O:17])[O:9][CH2:10][C:11]1[CH:16]=[CH:15][CH:14]=[CH:13][CH:12]=1)[CH3:6], predict the reactants needed to synthesize it. The reactants are: CON(C)[C:4](=[O:18])[C@@H:5]([NH:7][C:8](=[O:17])[O:9][CH2:10][C:11]1[CH:16]=[CH:15][CH:14]=[CH:13][CH:12]=1)[CH3:6].[H-].COCCO[Al+]OCCOC.[Na+].[H-].Cl.